This data is from Forward reaction prediction with 1.9M reactions from USPTO patents (1976-2016). The task is: Predict the product of the given reaction. (1) Given the reactants ClC(Cl)(Cl)[C:3]([C:5]1[N:14]2[C:8]([CH2:9][N:10]([C:19]([C:21]3[CH:26]=[CH:25][C:24]([C:27]4[CH:32]=[CH:31][CH:30]=[CH:29][C:28]=4[CH3:33])=[C:23]([CH3:34])[CH:22]=3)=[O:20])[C:11]3[CH:18]=[CH:17][CH:16]=[CH:15][C:12]=3[CH2:13]2)=[CH:7][CH:6]=1)=[O:4].[NH2:37][CH2:38][CH2:39][C:40]1[CH:45]=[CH:44][C:43]([OH:46])=[CH:42][CH:41]=1, predict the reaction product. The product is: [CH3:34][C:23]1[CH:22]=[C:21]([C:19]([N:10]2[C:11]3[CH:18]=[CH:17][CH:16]=[CH:15][C:12]=3[CH2:13][N:14]3[C:5]([C:3]([NH:37][CH2:38][CH2:39][C:40]4[CH:45]=[CH:44][C:43]([OH:46])=[CH:42][CH:41]=4)=[O:4])=[CH:6][CH:7]=[C:8]3[CH2:9]2)=[O:20])[CH:26]=[CH:25][C:24]=1[C:27]1[CH:32]=[CH:31][CH:30]=[CH:29][C:28]=1[CH3:33]. (2) Given the reactants Br[C:2]1[C:3]([F:25])=[CH:4][C:5]2[O:11][CH2:10][CH2:9][N:8]3[C:12]([CH2:18][N:19]4[CH2:23][CH2:22][CH2:21][CH2:20]4)=[C:13]([C:15]([NH2:17])=[O:16])[N:14]=[C:7]3[C:6]=2[CH:24]=1.[CH3:26][C:27]1[O:31][N:30]=[C:29]([C@:32]([OH:36])([C:34]#[CH:35])[CH3:33])[CH:28]=1, predict the reaction product. The product is: [F:25][C:3]1[C:2]([C:35]#[C:34][C@@:32]([OH:36])([C:29]2[CH:28]=[C:27]([CH3:26])[O:31][N:30]=2)[CH3:33])=[CH:24][C:6]2[C:7]3[N:8]([C:12]([CH2:18][N:19]4[CH2:23][CH2:22][CH2:21][CH2:20]4)=[C:13]([C:15]([NH2:17])=[O:16])[N:14]=3)[CH2:9][CH2:10][O:11][C:5]=2[CH:4]=1.